Dataset: Peptide-MHC class I binding affinity with 185,985 pairs from IEDB/IMGT. Task: Regression. Given a peptide amino acid sequence and an MHC pseudo amino acid sequence, predict their binding affinity value. This is MHC class I binding data. (1) The MHC is HLA-A02:01 with pseudo-sequence HLA-A02:01. The binding affinity (normalized) is 0.607. The peptide sequence is LLVLCVTQV. (2) The peptide sequence is FTILEYLYIM. The MHC is HLA-A02:06 with pseudo-sequence HLA-A02:06. The binding affinity (normalized) is 0.658. (3) The peptide sequence is MAWGGSYIA. The MHC is HLA-B07:02 with pseudo-sequence HLA-B07:02. The binding affinity (normalized) is 0.136. (4) The peptide sequence is AEMDGIQYG. The MHC is Patr-B2401 with pseudo-sequence Patr-B2401. The binding affinity (normalized) is 0.0146. (5) The peptide sequence is SVIDHIHYM. The MHC is HLA-B57:01 with pseudo-sequence HLA-B57:01. The binding affinity (normalized) is 0.322.